This data is from Peptide-MHC class II binding affinity with 134,281 pairs from IEDB. The task is: Regression. Given a peptide amino acid sequence and an MHC pseudo amino acid sequence, predict their binding affinity value. This is MHC class II binding data. (1) The peptide sequence is DELQIVDKIDAAFKI. The MHC is DRB3_0101 with pseudo-sequence DRB3_0101. The binding affinity (normalized) is 0.617. (2) The peptide sequence is LQPETFAVVDLNKMR. The MHC is DRB1_0405 with pseudo-sequence DRB1_0405. The binding affinity (normalized) is 0.368. (3) The peptide sequence is AAGTAAQAAVVRFQE. The MHC is DRB3_0202 with pseudo-sequence DRB3_0202. The binding affinity (normalized) is 0.325. (4) The peptide sequence is MKRPSREKQDKKIFTE. The MHC is DRB1_0901 with pseudo-sequence DRB1_0901. The binding affinity (normalized) is 0.227. (5) The peptide sequence is LYNIIKNREGYEMVFDGKPQ. The MHC is HLA-DQA10301-DQB10302 with pseudo-sequence HLA-DQA10301-DQB10302. The binding affinity (normalized) is 0. (6) The peptide sequence is HAFFGALKFKISKTG. The MHC is DRB1_0101 with pseudo-sequence DRB1_0101. The binding affinity (normalized) is 0.644. (7) The peptide sequence is ALEDDLLNRNNSFKP. The MHC is HLA-DPA10201-DPB10501 with pseudo-sequence HLA-DPA10201-DPB10501. The binding affinity (normalized) is 0.0588.